Dataset: Reaction yield outcomes from USPTO patents with 853,638 reactions. Task: Predict the reaction yield, written as a fraction of the theoretical maximum amount of product (1.0 means a 100% yield; for example, 0.34 means a 34% yield). The reactants are [CH3:1][CH:2]([CH3:19])[C:3]([NH:5][C:6]1[CH:11]=[CH:10][C:9]([CH3:12])=[C:8]([CH:13]2[CH2:18][CH2:17][NH:16][CH2:15][CH2:14]2)[CH:7]=1)=[O:4].Cl[CH2:21][CH2:22][CH2:23][CH:24]([C:32]1[CH:37]=[CH:36][C:35]([F:38])=[CH:34][CH:33]=1)[C:25]1[CH:30]=[CH:29][C:28]([F:31])=[CH:27][CH:26]=1.[Na+].[I-].C([O-])([O-])=O.[K+].[K+]. The catalyst is CN(C=O)C.O. The product is [F:31][C:28]1[CH:27]=[CH:26][C:25]([CH:24]([C:32]2[CH:33]=[CH:34][C:35]([F:38])=[CH:36][CH:37]=2)[CH2:23][CH2:22][CH2:21][N:16]2[CH2:17][CH2:18][CH:13]([C:8]3[CH:7]=[C:6]([NH:5][C:3](=[O:4])[CH:2]([CH3:19])[CH3:1])[CH:11]=[CH:10][C:9]=3[CH3:12])[CH2:14][CH2:15]2)=[CH:30][CH:29]=1. The yield is 0.380.